The task is: Predict the reactants needed to synthesize the given product.. This data is from Retrosynthesis with 50K atom-mapped reactions and 10 reaction types from USPTO. Given the product COC(=O)c1nc(C)sc1-c1ccc(C)c(F)c1F, predict the reactants needed to synthesize it. The reactants are: CC(N)=S.COC(=O)C(=O)C(Cl)c1ccc(C)c(F)c1F.